This data is from Forward reaction prediction with 1.9M reactions from USPTO patents (1976-2016). The task is: Predict the product of the given reaction. (1) Given the reactants C([O:5][C:6](=[O:38])[CH:7]([NH:11][S:12]([C:15]1[CH:20]=[CH:19][C:18]([C:21]2[CH:26]=[CH:25][C:24]([O:27][C:28]3[CH:33]=[CH:32][C:31]([C:34]([F:37])([F:36])[F:35])=[CH:30][N:29]=3)=[CH:23][CH:22]=2)=[CH:17][CH:16]=1)(=[O:14])=[O:13])[CH:8]([CH3:10])[CH3:9])(C)(C)C.C(O)(C(F)(F)F)=O, predict the reaction product. The product is: [CH3:9][CH:8]([CH3:10])[CH:7]([NH:11][S:12]([C:15]1[CH:16]=[CH:17][C:18]([C:21]2[CH:26]=[CH:25][C:24]([O:27][C:28]3[CH:33]=[CH:32][C:31]([C:34]([F:36])([F:35])[F:37])=[CH:30][N:29]=3)=[CH:23][CH:22]=2)=[CH:19][CH:20]=1)(=[O:14])=[O:13])[C:6]([OH:38])=[O:5]. (2) Given the reactants [C:1]([O:5][C:6]([N:8]1[CH2:13][CH2:12][C@H:11]([NH:14]CC2C=CC=CC=2)[C@H:10]([F:22])[CH2:9]1)=[O:7])([CH3:4])([CH3:3])[CH3:2].C([O-])=O.[NH4+], predict the reaction product. The product is: [C:1]([O:5][C:6]([N:8]1[CH2:13][CH2:12][C@H:11]([NH2:14])[C@H:10]([F:22])[CH2:9]1)=[O:7])([CH3:4])([CH3:2])[CH3:3]. (3) Given the reactants [C:1]([O:5][C:6]([N:8]1[CH2:13][CH2:12][N:11]([CH2:14][C:15]2[C:20]([C:21]([F:24])([F:23])[F:22])=[CH:19][C:18]([C:25]([OH:27])=O)=[C:17]([NH2:28])[C:16]=2[F:29])[CH2:10][CH2:9]1)=[O:7])([CH3:4])([CH3:3])[CH3:2].NC1C(Cl)=C(C=O)C(C(F)(F)F)=CC=1C([NH:35][CH2:36][C:37]1[CH:42]=[C:41]([Cl:43])[CH:40]=[CH:39][C:38]=1[S:44]([CH2:47][CH3:48])(=[O:46])=[O:45])=O.C1C=CC2N(O)N=NC=2C=1, predict the reaction product. The product is: [C:1]([O:5][C:6]([N:8]1[CH2:9][CH2:10][N:11]([CH2:14][C:15]2[C:20]([C:21]([F:23])([F:24])[F:22])=[CH:19][C:18]([C:25](=[O:27])[NH:35][CH2:36][C:37]3[CH:42]=[C:41]([Cl:43])[CH:40]=[CH:39][C:38]=3[S:44]([CH2:47][CH3:48])(=[O:46])=[O:45])=[C:17]([NH2:28])[C:16]=2[F:29])[CH2:12][CH2:13]1)=[O:7])([CH3:2])([CH3:4])[CH3:3]. (4) The product is: [Cl:8][C:9]1[CH:26]=[CH:25][C:12]([CH2:13][N:14]2[C:19]3[CH:20]=[CH:21][NH:22][C:18]=3[C:17](=[O:23])[NH:16][C:15]2=[S:24])=[C:11]([CH:10]=1)[CH:27]=[O:28]. Given the reactants C(O)(C(F)(F)F)=O.[Cl:8][C:9]1[CH:26]=[CH:25][C:12]([CH2:13][N:14]2[C:19]3[CH:20]=[CH:21][NH:22][C:18]=3[C:17](=[O:23])[NH:16][C:15]2=[S:24])=[C:11]([CH:27](OCC)[O:28]CC)[CH:10]=1, predict the reaction product. (5) Given the reactants [Cl:1][C:2]1[CH:39]=[CH:38][C:5]([C:6]([NH:8][C:9]2[N:13]([CH:14]3[CH2:19][CH2:18][NH:17][CH2:16][CH2:15]3)[C:12]3[CH:20]=[CH:21][C:22]([CH2:24][N:25]([C@H:32]([C:34]([CH3:37])([CH3:36])[CH3:35])[CH3:33])[C:26](=[O:31])[C:27]([F:30])([F:29])[F:28])=[CH:23][C:11]=3[N:10]=2)=[O:7])=[CH:4][CH:3]=1.[C:40](Cl)(=[O:43])[CH:41]=[CH2:42].C1CCN2C(=NCCC2)CC1, predict the reaction product. The product is: [C:40]([N:17]1[CH2:18][CH2:19][CH:14]([N:13]2[C:12]3[CH:20]=[CH:21][C:22]([CH2:24][N:25]([C@H:32]([C:34]([CH3:35])([CH3:37])[CH3:36])[CH3:33])[C:26](=[O:31])[C:27]([F:28])([F:30])[F:29])=[CH:23][C:11]=3[N:10]=[C:9]2[NH:8][C:6](=[O:7])[C:5]2[CH:4]=[CH:3][C:2]([Cl:1])=[CH:39][CH:38]=2)[CH2:15][CH2:16]1)(=[O:43])[CH:41]=[CH2:42]. (6) Given the reactants Cl.Cl.Cl.[O:4]1[C:12]2[CH:11]=[CH:10][N:9]=[C:8]([N:13]3[CH2:18][CH2:17][N:16]([CH2:19][CH2:20][C@H:21]4[CH2:26][CH2:25][C@H:24]([NH2:27])[CH2:23][CH2:22]4)[CH2:15][CH2:14]3)[C:7]=2[CH2:6][CH2:5]1.[CH:28]1([C:31](O)=[O:32])[CH2:30][CH2:29]1, predict the reaction product. The product is: [O:4]1[C:12]2[CH:11]=[CH:10][N:9]=[C:8]([N:13]3[CH2:18][CH2:17][N:16]([CH2:19][CH2:20][C@H:21]4[CH2:26][CH2:25][C@H:24]([NH:27][C:31]([CH:28]5[CH2:30][CH2:29]5)=[O:32])[CH2:23][CH2:22]4)[CH2:15][CH2:14]3)[C:7]=2[CH2:6][CH2:5]1. (7) Given the reactants [F:1][C:2]1[C:12]2[C:11](=O)[CH:10]([C:14]([C:16]3[O:17][CH:18]=[CH:19][CH:20]=3)=O)[CH2:9][CH2:8][CH2:7][C:6]=2[CH:5]=[C:4]([N:21]2[CH2:25][C@H:24]([CH2:26][NH:27][C:28](=[O:30])[CH3:29])[O:23][C:22]2=[O:31])[CH:3]=1.O.[NH2:33][NH2:34], predict the reaction product. The product is: [F:1][C:2]1[C:12]2[C:11]3[NH:33][N:34]=[C:14]([C:16]4[O:17][CH:18]=[CH:19][CH:20]=4)[C:10]=3[CH2:9][CH2:8][CH2:7][C:6]=2[CH:5]=[C:4]([N:21]2[CH2:25][C@H:24]([CH2:26][NH:27][C:28](=[O:30])[CH3:29])[O:23][C:22]2=[O:31])[CH:3]=1.